From a dataset of Forward reaction prediction with 1.9M reactions from USPTO patents (1976-2016). Predict the product of the given reaction. (1) Given the reactants [CH3:1][O:2][C:3]1[CH:8]=[C:7]([CH2:9]P(=O)([O-])[O-])[C:6]([O:14][CH3:15])=[CH:5][C:4]=1[CH2:16]P(=O)([O-])[O-].[CH3:21][C:22]([CH3:25])([O-])[CH3:23].[K+].[N+:27]([C:30]1[CH:37]=[CH:36][C:33]([CH:34]=O)=[CH:32][CH:31]=1)([O-:29])=[O:28].Cl, predict the reaction product. The product is: [CH3:1][O:2][C:3]1[CH:8]=[C:7]([CH:9]=[CH:21][C:22]2[CH:25]=[CH:37][C:30]([N+:27]([O-:29])=[O:28])=[CH:31][CH:23]=2)[C:6]([O:14][CH3:15])=[CH:5][C:4]=1[CH:16]=[CH:34][C:33]1[CH:36]=[CH:37][C:30]([N+:27]([O-:29])=[O:28])=[CH:31][CH:32]=1. (2) Given the reactants [F:1][C:2]1[CH:10]=[CH:9][CH:8]=[C:7]2[C:3]=1[CH:4]=[C:5]([C:11]1[NH:16][C:15](=[O:17])[N:14]=[C:13]([C:18]3[C:19]([N:38]([CH3:43])[S:39]([CH3:42])(=[O:41])=[O:40])=[CH:20][C:21]4[O:25][C:24]([C:26]5[CH:31]=[CH:30][C:29]([F:32])=[CH:28][CH:27]=5)=[C:23]([C:33]([NH:35][CH3:36])=[O:34])[C:22]=4[CH:37]=3)[CH:12]=1)[NH:6]2.C([O-])([O-])=O.[Cs+].[Cs+].Br[CH:51](Br)[CH3:52], predict the reaction product. The product is: [F:1][C:2]1[C:3]2[CH:4]=[C:5]3[C:11]4=[CH:12][C:13]([C:18]5[C:19]([N:38]([CH3:43])[S:39]([CH3:42])(=[O:41])=[O:40])=[CH:20][C:21]6[O:25][C:24]([C:26]7[CH:31]=[CH:30][C:29]([F:32])=[CH:28][CH:27]=7)=[C:23]([C:33]([NH:35][CH3:36])=[O:34])[C:22]=6[CH:37]=5)=[N:14][C:15](=[O:17])[N:16]4[CH2:52][CH2:51][N:6]3[C:7]=2[CH:8]=[CH:9][CH:10]=1.